This data is from Forward reaction prediction with 1.9M reactions from USPTO patents (1976-2016). The task is: Predict the product of the given reaction. (1) Given the reactants [CH2:1]([N:3](CC)[CH2:4]C)C.CNC.Cl[C:12]1[N:20]2[CH:21]([C:24]3[CH:25]=[N:26][CH:27]=[CH:28][CH:29]=3)[CH2:22][O:23][C:18]3=[C:19]2[C:14](=[C:15]([F:37])[CH:16]=[C:17]3[C:30]2[C:31]([CH3:36])=[N:32][O:33][C:34]=2[CH3:35])[N:13]=1, predict the reaction product. The product is: [CH3:36][C:31]1[C:30]([C:17]2[C:18]3[O:23][CH2:22][CH:21]([C:24]4[CH:25]=[N:26][CH:27]=[CH:28][CH:29]=4)[N:20]4[C:12]([N:3]([CH3:4])[CH3:1])=[N:13][C:14]([C:19]=34)=[C:15]([F:37])[CH:16]=2)=[C:34]([CH3:35])[O:33][N:32]=1. (2) Given the reactants [F:1][C:2]([F:21])([F:20])[CH2:3][C:4]1[CH:9]=[CH:8][C:7]([CH:10]2[CH2:15][NH:14][CH2:13][CH:12]([C:16]([O:18]C)=[O:17])[CH2:11]2)=[CH:6][CH:5]=1.C(N(CC)CC)C.[C:29](O[C:29]([O:31][C:32]([CH3:35])([CH3:34])[CH3:33])=[O:30])([O:31][C:32]([CH3:35])([CH3:34])[CH3:33])=[O:30].CC(C)([O-])C.[K+], predict the reaction product. The product is: [C:32]([O:31][C:29]([N:14]1[CH2:15][CH:10]([C:7]2[CH:8]=[CH:9][C:4]([CH2:3][C:2]([F:21])([F:20])[F:1])=[CH:5][CH:6]=2)[CH2:11][CH:12]([C:16]([OH:18])=[O:17])[CH2:13]1)=[O:30])([CH3:35])([CH3:34])[CH3:33]. (3) Given the reactants [N:1]([C@H:4]1[C@@H:8]([N:9]=[N+]=[N-])[CH2:7][O:6][CH2:5]1)=[N+]=[N-].[ClH:12].[H][H], predict the reaction product. The product is: [ClH:12].[ClH:12].[O:6]1[CH2:7][C@H:8]([NH2:9])[C@H:4]([NH2:1])[CH2:5]1. (4) Given the reactants [Br:1][C:2]1[CH:14]=[C:13]2[C:5]([C:6]3[CH:7]=[CH:8][C:9]([C:15]([O:17][CH3:18])=[O:16])=[CH:10][C:11]=3[NH:12]2)=[C:4]([C:19]#[N:20])[CH:3]=1.Br[CH:22]([C:29]1[CH:34]=[CH:33][CH:32]=[CH:31][CH:30]=1)[C:23]1[CH:28]=[CH:27][CH:26]=[CH:25][CH:24]=1.C([O-])([O-])=O.[Cs+].[Cs+], predict the reaction product. The product is: [CH:22]([N:12]1[C:11]2[CH:10]=[C:9]([C:15]([O:17][CH3:18])=[O:16])[CH:8]=[CH:7][C:6]=2[C:5]2[C:13]1=[CH:14][C:2]([Br:1])=[CH:3][C:4]=2[C:19]#[N:20])([C:23]1[CH:28]=[CH:27][CH:26]=[CH:25][CH:24]=1)[C:29]1[CH:34]=[CH:33][CH:32]=[CH:31][CH:30]=1. (5) Given the reactants Br[C:2]1[CH2:7][CH2:6][CH2:5][C:4](=[O:8])[CH:3]=1.[CH3:9][O:10][C:11]1[CH:16]=[CH:15][CH:14]=[CH:13][C:12]=1B(O)O, predict the reaction product. The product is: [CH3:9][O:10][C:11]1[CH:16]=[CH:15][CH:14]=[CH:13][C:12]=1[C:2]1[CH2:7][CH2:6][CH2:5][C:4](=[O:8])[CH:3]=1. (6) The product is: [F:17][C:15]1[CH:16]=[C:11]([CH2:10][C@@H:9]([C:19]2[C:24]([C:25]3[CH:26]=[C:27]([CH:31]=[CH:32][CH:33]=3)[C:28]([NH2:30])=[O:29])=[CH:23][CH:22]=[CH:21][N:20]=2)[NH:8][C:46](=[O:47])[CH2:45][C:42]2[C:40]3=[N:41][C:36]([O:35][CH3:34])=[C:37]([CH3:49])[CH:38]=[C:39]3[NH:44][CH:43]=2)[CH:12]=[C:13]([F:18])[CH:14]=1. Given the reactants FC(F)(F)C(O)=O.[NH2:8][C@H:9]([C:19]1[C:24]([C:25]2[CH:26]=[C:27]([CH:31]=[CH:32][CH:33]=2)[C:28]([NH2:30])=[O:29])=[CH:23][CH:22]=[CH:21][N:20]=1)[CH2:10][C:11]1[CH:16]=[C:15]([F:17])[CH:14]=[C:13]([F:18])[CH:12]=1.[CH3:34][O:35][C:36]1[N:41]=[C:40]2[C:42]([CH2:45][C:46](O)=[O:47])=[CH:43][NH:44][C:39]2=[CH:38][C:37]=1[CH3:49], predict the reaction product.